This data is from Peptide-MHC class I binding affinity with 185,985 pairs from IEDB/IMGT. The task is: Regression. Given a peptide amino acid sequence and an MHC pseudo amino acid sequence, predict their binding affinity value. This is MHC class I binding data. (1) The peptide sequence is SEMGANFRAD. The MHC is HLA-B44:02 with pseudo-sequence HLA-B44:02. The binding affinity (normalized) is 0.545. (2) The peptide sequence is AYLLQHLDL. The MHC is HLA-A01:01 with pseudo-sequence HLA-A01:01. The binding affinity (normalized) is 0.0847. (3) The peptide sequence is GISRNTVKR. The MHC is HLA-A03:01 with pseudo-sequence HLA-A03:01. The binding affinity (normalized) is 0.0847. (4) The peptide sequence is ITAVNRYFK. The MHC is HLA-A25:01 with pseudo-sequence HLA-A25:01. The binding affinity (normalized) is 0.0847. (5) The peptide sequence is LAEHISDSI. The MHC is HLA-A02:02 with pseudo-sequence HLA-A02:02. The binding affinity (normalized) is 0.604. (6) The peptide sequence is HPVHAGPIA. The MHC is HLA-A24:02 with pseudo-sequence HLA-A24:02. The binding affinity (normalized) is 0. (7) The peptide sequence is LLTEVETYV. The MHC is HLA-A02:03 with pseudo-sequence HLA-A02:03. The binding affinity (normalized) is 1.00. (8) The peptide sequence is STYQFSLMQ. The MHC is HLA-A02:19 with pseudo-sequence HLA-A02:19. The binding affinity (normalized) is 0.0847. (9) The peptide sequence is FPPLAGSDF. The MHC is HLA-C04:01 with pseudo-sequence HLA-C04:01. The binding affinity (normalized) is 0.0847. (10) The MHC is HLA-B27:05 with pseudo-sequence HLA-B27:05. The binding affinity (normalized) is 0.344. The peptide sequence is IRNLVKRYK.